From a dataset of Full USPTO retrosynthesis dataset with 1.9M reactions from patents (1976-2016). Predict the reactants needed to synthesize the given product. (1) Given the product [Cl:17][C:15]1[CH:1]=[C:3]([C@H:4]([CH2:5][CH2:9][OH:20])[CH2:23][NH:24][C:26](=[O:27])[C:5]2[CH:9]=[CH:10][CH:11]=[C:3]([C:1]#[N:2])[C:4]=2[O:12][CH3:13])[CH:11]=[CH:10][C:14]=1[Cl:19], predict the reactants needed to synthesize it. The reactants are: [C:1]([C:3]1[C:4]([O:12][CH3:13])=[C:5]([CH:9]=[CH:10][CH:11]=1)C(O)=O)#[N:2].[C:14]([Cl:19])(=O)[C:15]([Cl:17])=O.[OH-:20].[Na+].Cl.[CH3:23][N:24]([CH:26]=[O:27])C. (2) Given the product [O:9]=[C:8]1[NH:7][C:6]2[CH:10]=[CH:11][CH:12]=[CH:13][C:5]=2[NH:4][C:3](=[O:14])[CH:2]1[NH:1][C:17](=[O:18])[CH:16]([F:20])[F:15], predict the reactants needed to synthesize it. The reactants are: [NH2:1][CH:2]1[C:8](=[O:9])[NH:7][C:6]2[CH:10]=[CH:11][CH:12]=[CH:13][C:5]=2[NH:4][C:3]1=[O:14].[F:15][CH:16]([F:20])[C:17](O)=[O:18]. (3) Given the product [Cl:1][CH2:2][CH2:3][O:4][CH2:5][CH2:6][O:7][C:8]1[CH:9]=[CH:10][C:11]2[C:12]3[S:20][C:19]([CH2:21][CH2:22][CH3:23])=[N:18][C:13]=3[CH:14]=[N+:15]([O-:32])[C:16]=2[CH:17]=1, predict the reactants needed to synthesize it. The reactants are: [Cl:1][CH2:2][CH2:3][O:4][CH2:5][CH2:6][O:7][C:8]1[CH:9]=[CH:10][C:11]2[C:12]3[S:20][C:19]([CH2:21][CH2:22][CH3:23])=[N:18][C:13]=3[CH:14]=[N:15][C:16]=2[CH:17]=1.C1C=C(Cl)C=C(C(OO)=[O:32])C=1. (4) Given the product [Br:13][C:14]1[CH:15]=[C:16]([CH:21]=[CH:22][C:23]=1[CH2:24][NH:1][C:2]([CH3:6])([CH3:5])[CH2:3][OH:4])[C:17]([O:19][CH3:20])=[O:18], predict the reactants needed to synthesize it. The reactants are: [NH2:1][C:2]([CH3:6])([CH3:5])[CH2:3][OH:4].C([O-])([O-])=O.[K+].[K+].[Br:13][C:14]1[CH:15]=[C:16]([CH:21]=[CH:22][C:23]=1[CH2:24]Br)[C:17]([O:19][CH3:20])=[O:18]. (5) Given the product [Br:1][C:2]1[CH:3]=[CH:4][C:5]2[O:32][CH2:31][C:8]3([C:16]4[C:11](=[CH:12][CH:13]=[CH:14][CH:15]=4)[N:10]([CH:17]([C:24]4[CH:29]=[CH:28][CH:27]=[CH:26][CH:25]=4)[C:18]4[CH:19]=[CH:20][CH:21]=[CH:22][CH:23]=4)[C:9]3=[O:30])[C:6]=2[CH:7]=1, predict the reactants needed to synthesize it. The reactants are: [Br:1][C:2]1[CH:3]=[CH:4][C:5](O)=[C:6]([C:8]2([CH2:31][OH:32])[C:16]3[C:11](=[CH:12][CH:13]=[CH:14][CH:15]=3)[N:10]([CH:17]([C:24]3[CH:29]=[CH:28][CH:27]=[CH:26][CH:25]=3)[C:18]3[CH:23]=[CH:22][CH:21]=[CH:20][CH:19]=3)[C:9]2=[O:30])[CH:7]=1.C1(CCN2C3C(=CC=CC=3)C(C3C(O)=CC4OCOC=4C=3)(CO)C2=O)CC1. (6) Given the product [F:40][C:37]1[CH:36]=[CH:35][C:34]([C:32]2[O:33][C:29]3[CH:28]=[C:27]([N:46]([CH3:51])[S:47]([CH3:50])(=[O:48])=[O:49])[C:26]([C:12]4[CH:11]=[CH:10][C:9]([OH:8])=[C:14]([C:15]5[C:23]([CH2:24][OH:25])=[C:18]6[CH:19]=[CH:20][CH:21]=[CH:22][N:17]6[N:16]=5)[N:13]=4)=[CH:45][C:30]=3[C:31]=2[C:41]([NH:43][CH3:44])=[O:42])=[CH:39][CH:38]=1, predict the reactants needed to synthesize it. The reactants are: C([O:8][C:9]1[CH:10]=[CH:11][C:12]([C:26]2[C:27]([N:46]([CH3:51])[S:47]([CH3:50])(=[O:49])=[O:48])=[CH:28][C:29]3[O:33][C:32]([C:34]4[CH:39]=[CH:38][C:37]([F:40])=[CH:36][CH:35]=4)=[C:31]([C:41]([NH:43][CH3:44])=[O:42])[C:30]=3[CH:45]=2)=[N:13][C:14]=1[C:15]1[C:23]([CH2:24][OH:25])=[C:18]2[CH:19]=[CH:20][CH:21]=[CH:22][N:17]2[N:16]=1)C1C=CC=CC=1.